Task: Predict which catalyst facilitates the given reaction.. Dataset: Catalyst prediction with 721,799 reactions and 888 catalyst types from USPTO (1) Reactant: Br[C:2]1[N:7]=[CH:6][C:5]([CH3:8])=[CH:4][CH:3]=1.[CH3:9][N:10](C=O)C. Product: [C:9]([C:2]1[N:7]=[CH:6][C:5]([CH3:8])=[CH:4][CH:3]=1)#[N:10]. The catalyst class is: 4. (2) Reactant: [CH3:1][C:2]1[C:7]([CH:8]([CH2:13][CH2:14][CH3:15])[C:9]([O:11]C)=[O:10])=[C:6]([O:16][C:17]2[CH:22]=[CH:21][CH:20]=[CH:19][CH:18]=2)[N:5]=[C:4]([C:23]2[CH:28]=[CH:27][CH:26]=[CH:25][CH:24]=2)[N:3]=1.[OH-].[Na+]. Product: [CH3:1][C:2]1[C:7]([CH:8]([CH2:13][CH2:14][CH3:15])[C:9]([OH:11])=[O:10])=[C:6]([O:16][C:17]2[CH:18]=[CH:19][CH:20]=[CH:21][CH:22]=2)[N:5]=[C:4]([C:23]2[CH:28]=[CH:27][CH:26]=[CH:25][CH:24]=2)[N:3]=1. The catalyst class is: 5. (3) Reactant: [CH3:1][N:2]1[CH2:7][CH2:6][C:5]([C:10]2[CH:15]=[CH:14][C:13]([Cl:16])=[CH:12][CH:11]=2)([C:8]#[N:9])[CH2:4][CH2:3]1.[H-].[H-].[H-].[H-].[Li+].[Al+3]. Product: [CH3:1][N:2]1[CH2:3][CH2:4][C:5]([C:10]2[CH:11]=[CH:12][C:13]([Cl:16])=[CH:14][CH:15]=2)([CH2:8][NH2:9])[CH2:6][CH2:7]1. The catalyst class is: 1. (4) Reactant: [OH:1][C:2]1[C:3]([CH:25]([CH3:27])[CH3:26])=[N:4][C:5]([N:10]2[CH2:15][CH2:14][N:13]([C:16](=[O:21])[CH2:17][CH2:18][O:19][CH3:20])[C@H:12]([CH:22](C)C)[CH2:11]2)=[C:6]([CH:9]=1)[C:7]#[N:8].[H-].[Na+].[CH2:30](Br)[C:31]1[CH:36]=[CH:35][CH:34]=[CH:33][CH:32]=1. Product: [CH2:30]([O:1][C:2]1[C:3]([CH:25]([CH3:27])[CH3:26])=[N:4][C:5]([N:10]2[CH2:15][CH2:14][N:13]([C:16](=[O:21])[CH2:17][CH2:18][O:19][CH3:20])[C@H:12]([CH3:22])[CH2:11]2)=[C:6]([CH:9]=1)[C:7]#[N:8])[C:31]1[CH:36]=[CH:35][CH:34]=[CH:33][CH:32]=1. The catalyst class is: 1.